This data is from Peptide-MHC class I binding affinity with 185,985 pairs from IEDB/IMGT. The task is: Regression. Given a peptide amino acid sequence and an MHC pseudo amino acid sequence, predict their binding affinity value. This is MHC class I binding data. The peptide sequence is KVYWAGIEF. The MHC is HLA-C14:02 with pseudo-sequence HLA-C14:02. The binding affinity (normalized) is 0.733.